Predict the product of the given reaction. From a dataset of Forward reaction prediction with 1.9M reactions from USPTO patents (1976-2016). (1) Given the reactants [NH2:1][C:2]1[C:10]2[C:5](=[CH:6][CH:7]=[CH:8][C:9]=2[O:11][CH3:12])[N:4]([CH2:13][C:14]2[CH:22]=[CH:21][C:17]([C:18]([NH2:20])=[O:19])=[CH:16][CH:15]=2)[N:3]=1.[CH3:23][C:24]1[S:28][C:27]([S:29](Cl)(=[O:31])=[O:30])=[CH:26][CH:25]=1, predict the reaction product. The product is: [CH3:12][O:11][C:9]1[CH:8]=[CH:7][CH:6]=[C:5]2[C:10]=1[C:2]([NH:1][S:29]([C:27]1[S:28][C:24]([CH3:23])=[CH:25][CH:26]=1)(=[O:31])=[O:30])=[N:3][N:4]2[CH2:13][C:14]1[CH:15]=[CH:16][C:17]([C:18]([NH2:20])=[O:19])=[CH:21][CH:22]=1. (2) Given the reactants [NH2:1][CH:2]([C:7]([OH:9])=[O:8])[C:3]([CH3:6])([CH3:5])[CH3:4].[NH4+].[OH-], predict the reaction product. The product is: [NH2:1][C@H:2]([C:7]([OH:9])=[O:8])[C:3]([CH3:6])([CH3:5])[CH3:4].